Predict the reactants needed to synthesize the given product. From a dataset of Full USPTO retrosynthesis dataset with 1.9M reactions from patents (1976-2016). (1) Given the product [C:29]([CH2:28][CH2:27][C:9]1[C:8]2[C:12](=[CH:13][C:14]([C:16]3[CH:21]=[CH:20][CH:19]=[CH:18][CH:17]=3)=[CH:15][C:7]=2[C:1]2[CH:6]=[CH:5][CH:4]=[CH:3][CH:2]=2)[NH:11][C:10]=1[C:22]([OH:24])=[O:23])([OH:31])=[O:30], predict the reactants needed to synthesize it. The reactants are: [C:1]1([C:7]2[CH:15]=[C:14]([C:16]3[CH:21]=[CH:20][CH:19]=[CH:18][CH:17]=3)[CH:13]=[C:12]3[C:8]=2[C:9]([CH2:27][CH2:28][C:29]([O:31]CC)=[O:30])=[C:10]([C:22]([O:24]CC)=[O:23])[NH:11]3)[CH:6]=[CH:5][CH:4]=[CH:3][CH:2]=1.O.O.O.[OH-].[Li+]. (2) The reactants are: [C:1]([O:4][C:5]1[CH:15]=[CH:14][CH:13]=[CH:12][C:6]=1[C:7]([O:9][CH2:10]Cl)=[O:8])(=[O:3])[CH3:2].[N+:16]([O:19][CH2:20][CH2:21][CH2:22][S:23][C:24]1[CH:32]=[CH:31][C:27]([C:28]([OH:30])=[O:29])=[CH:26][CH:25]=1)([O-:18])=[O:17].CCN(CC)CC. Given the product [C:1]([O:4][C:5]1[CH:15]=[CH:14][CH:13]=[CH:12][C:6]=1[C:7]([O:9][CH2:10][O:30][C:28](=[O:29])[C:27]1[CH:26]=[CH:25][C:24]([S:23][CH2:22][CH2:21][CH2:20][O:19][N+:16]([O-:18])=[O:17])=[CH:32][CH:31]=1)=[O:8])(=[O:3])[CH3:2], predict the reactants needed to synthesize it. (3) The reactants are: C(OC(=O)[NH:7][CH2:8][CH2:9][N:10]1[C:18]2[C:17]([NH:19][C:20]3[CH:21]=[C:22]4[C:26](=[CH:27][CH:28]=3)[N:25]([CH2:29][C:30]3[CH:35]=[CH:34][CH:33]=[CH:32][N:31]=3)[CH:24]=[CH:23]4)=[N:16][CH:15]=[N:14][C:13]=2[CH:12]=[CH:11]1)(C)(C)C.[ClH:37].CO. Given the product [ClH:37].[ClH:37].[ClH:37].[ClH:37].[NH2:7][CH2:8][CH2:9][N:10]1[C:18]2[C:17]([NH:19][C:20]3[CH:21]=[C:22]4[C:26](=[CH:27][CH:28]=3)[N:25]([CH2:29][C:30]3[CH:35]=[CH:34][CH:33]=[CH:32][N:31]=3)[CH:24]=[CH:23]4)=[N:16][CH:15]=[N:14][C:13]=2[CH:12]=[CH:11]1, predict the reactants needed to synthesize it. (4) Given the product [CH2:1]([O:3][C:4]([C:6]1[C:7](=[O:27])[N:8]([CH2:18][C:19]2[CH:24]=[CH:23][C:22]([O:25][CH3:26])=[CH:21][CH:20]=2)[C:9]2[C:14]([C:15]=1[Cl:37])=[CH:13][C:12]([Cl:17])=[CH:11][N:10]=2)=[O:5])[CH3:2], predict the reactants needed to synthesize it. The reactants are: [CH2:1]([O:3][C:4]([C:6]1[C:7](=[O:27])[N:8]([CH2:18][C:19]2[CH:24]=[CH:23][C:22]([O:25][CH3:26])=[CH:21][CH:20]=2)[C:9]2[C:14]([C:15]=1O)=[CH:13][C:12]([Cl:17])=[CH:11][N:10]=2)=[O:5])[CH3:2].C(N(CC)CC)C.O=P(Cl)(Cl)[Cl:37]. (5) Given the product [F:40][C:2]1([F:1])[CH:7]([O:8][C:9]2[CH:16]=[CH:15][C:14]([C:17]3[N:22]=[C:21]([NH:23][C:24]4[CH:29]=[CH:28][C:27]([N:30]5[CH2:35][CH2:34][N:33]([CH:36]6[CH2:37][O:38][CH2:39]6)[CH2:32][CH2:31]5)=[CH:26][CH:25]=4)[N:20]=[CH:19][N:18]=3)=[CH:13][C:10]=2[C:11]#[N:12])[CH2:6][CH2:5][N:4]([C:42](=[O:41])[CH2:43][OH:44])[CH2:3]1, predict the reactants needed to synthesize it. The reactants are: [F:1][C:2]1([F:40])[CH:7]([O:8][C:9]2[CH:16]=[CH:15][C:14]([C:17]3[N:22]=[C:21]([NH:23][C:24]4[CH:29]=[CH:28][C:27]([N:30]5[CH2:35][CH2:34][N:33]([CH:36]6[CH2:39][O:38][CH2:37]6)[CH2:32][CH2:31]5)=[CH:26][CH:25]=4)[N:20]=[CH:19][N:18]=3)=[CH:13][C:10]=2[C:11]#[N:12])[CH2:6][CH2:5][NH:4][CH2:3]1.[OH:41][CH2:42][C:43](O)=[O:44].CN(C(ON1N=NC2C=CC=NC1=2)=[N+](C)C)C.F[P-](F)(F)(F)(F)F.CCN(C(C)C)C(C)C. (6) Given the product [CH2:20]([O:22][C:23]1[CH:24]=[C:25]([CH2:26][N:15]2[CH2:19][CH2:18][CH2:17][CH2:16]2)[CH:28]=[CH:29][C:30]=1[OH:31])[CH3:21], predict the reactants needed to synthesize it. The reactants are: [BH-](OC(C)=O)(OC(C)=O)OC(C)=O.[Na+].[NH:15]1[CH2:19][CH2:18][CH2:17][CH2:16]1.[CH2:20]([O:22][C:23]1[CH:24]=[C:25]([CH:28]=[CH:29][C:30]=1[OH:31])[CH:26]=O)[CH3:21].[OH-].[Na+]. (7) Given the product [F:1][C:2]1[C:10]2[C:9]([NH2:11])=[CH:8][C:7]([C:26]3[CH:31]=[CH:30][N:29]=[C:28]4[N:32]([S:36]([C:39]5[CH:44]=[CH:43][CH:42]=[CH:41][CH:40]=5)(=[O:37])=[O:38])[C:33]([CH3:35])=[CH:34][C:27]=34)=[CH:6][C:5]=2[N:4]([S:16]([C:19]2[CH:24]=[CH:23][CH:22]=[CH:21][CH:20]=2)(=[O:18])=[O:17])[N:3]=1, predict the reactants needed to synthesize it. The reactants are: [F:1][C:2]1[C:10]2[C:9]([NH2:11])=[CH:8][C:7]([Sn](C)(C)C)=[CH:6][C:5]=2[N:4]([S:16]([C:19]2[CH:24]=[CH:23][CH:22]=[CH:21][CH:20]=2)(=[O:18])=[O:17])[N:3]=1.Br[C:26]1[CH:31]=[CH:30][N:29]=[C:28]2[N:32]([S:36]([C:39]3[CH:44]=[CH:43][CH:42]=[CH:41][CH:40]=3)(=[O:38])=[O:37])[C:33]([CH3:35])=[CH:34][C:27]=12. (8) The reactants are: [CH2:1]([N:5]([CH3:29])[C:6]([C:8]1[C:9](=[O:28])[N:10](CC2C=CC(OC)=CC=2)[C:11]([O:17][CH3:18])=[C:12]([O:15][CH3:16])[C:13]=1[OH:14])=[O:7])[CH2:2][CH2:3][CH3:4]. Given the product [CH2:1]([N:5]([CH3:29])[C:6]([C:8]1[C:9](=[O:28])[NH:10][C:11]([O:17][CH3:18])=[C:12]([O:15][CH3:16])[C:13]=1[OH:14])=[O:7])[CH2:2][CH2:3][CH3:4], predict the reactants needed to synthesize it. (9) Given the product [CH3:1][O:2][C:3]([C@@H:4]1[C@@H:5]([C:7]2[CH:12]=[CH:11][CH:10]=[CH:9][C:8]=2[Cl:13])[O:6][C:5]([CH2:7][CH3:8])([CH2:4][CH3:3])[O:14]1)=[O:15], predict the reactants needed to synthesize it. The reactants are: [CH3:1][O:2][C:3](=[O:15])[C@@H:4]([OH:14])[C@@H:5]([C:7]1[CH:12]=[CH:11][CH:10]=[CH:9][C:8]=1[Cl:13])[OH:6].S(=O)(=O)(O)O. (10) Given the product [N+:8]([C:5]1[CH:6]=[CH:7][C:2]([C:18]2[CH:19]=[CH:20][N:15]=[CH:16][CH:17]=2)=[CH:3][C:4]=1[O:11][CH:12]([CH3:14])[CH3:13])([O-:10])=[O:9], predict the reactants needed to synthesize it. The reactants are: Br[C:2]1[CH:7]=[CH:6][C:5]([N+:8]([O-:10])=[O:9])=[C:4]([O:11][CH:12]([CH3:14])[CH3:13])[CH:3]=1.[N:15]1[CH:20]=[CH:19][C:18](B(O)O)=[CH:17][CH:16]=1.C(=O)([O-])[O-].[Na+].[Na+].